From a dataset of Forward reaction prediction with 1.9M reactions from USPTO patents (1976-2016). Predict the product of the given reaction. (1) Given the reactants [C:1]([C:3]1[N:4]=[CH:5][C:6]([N:24]2[CH2:29][CH2:28][CH2:27][C@@H:26]([NH:30][C:31](=[O:37])[O:32][C:33]([CH3:36])([CH3:35])[CH3:34])[CH2:25]2)=[N:7][C:8]=1[NH:9][C:10]1[CH:15]=[CH:14][C:13]([C:16]([N:18]2[CH2:23][CH2:22][O:21][CH2:20][CH2:19]2)=[O:17])=[CH:12][CH:11]=1)#[N:2].[OH-:38].[Na+].OO, predict the reaction product. The product is: [C:1]([C:3]1[N:4]=[CH:5][C:6]([N:24]2[CH2:29][CH2:28][CH2:27][C@@H:26]([NH:30][C:31](=[O:37])[O:32][C:33]([CH3:34])([CH3:36])[CH3:35])[CH2:25]2)=[N:7][C:8]=1[NH:9][C:10]1[CH:11]=[CH:12][C:13]([C:16]([N:18]2[CH2:23][CH2:22][O:21][CH2:20][CH2:19]2)=[O:17])=[CH:14][CH:15]=1)(=[O:38])[NH2:2]. (2) Given the reactants Cl[C:2]1[C:3]2[C:10]3[CH2:11][CH2:12][N:13](C(OC(C)(C)C)=O)[CH2:14][C:9]=3[S:8][C:4]=2[N:5]=[CH:6][N:7]=1.[Cl:22][C:23]1[CH:24]=[C:25]([CH:27]=[CH:28][C:29]=1[F:30])[NH2:26].O1CCOCC1, predict the reaction product. The product is: [Cl:22][C:23]1[CH:24]=[C:25]([NH:26][C:2]2[C:3]3[C:10]4[CH2:11][CH2:12][NH:13][CH2:14][C:9]=4[S:8][C:4]=3[N:5]=[CH:6][N:7]=2)[CH:27]=[CH:28][C:29]=1[F:30]. (3) Given the reactants C[O:2][C:3](=[O:36])[C:4]1[CH:9]=[CH:8][CH:7]=[N:6][C:5]=1/[CH:10]=[CH:11]/[C@H:12]([N:21]([CH2:29][C:30]1[CH:35]=[CH:34][CH:33]=[CH:32][CH:31]=1)[CH2:22][C:23]1[CH:28]=[CH:27][CH:26]=[CH:25][CH:24]=1)[CH2:13][C:14]1[CH:19]=[CH:18][CH:17]=[CH:16][C:15]=1[F:20].[OH-].[Li+].Cl, predict the reaction product. The product is: [CH2:29]([N:21]([CH2:22][C:23]1[CH:24]=[CH:25][CH:26]=[CH:27][CH:28]=1)[C@H:12]([CH2:13][C:14]1[CH:19]=[CH:18][CH:17]=[CH:16][C:15]=1[F:20])/[CH:11]=[CH:10]/[C:5]1[N:6]=[CH:7][CH:8]=[CH:9][C:4]=1[C:3]([OH:36])=[O:2])[C:30]1[CH:35]=[CH:34][CH:33]=[CH:32][CH:31]=1. (4) Given the reactants [N+:1]([C:4]1[CH:14]=[CH:13][C:7]2[NH:8][C:9](=O)[CH2:10][O:11][C:6]=2[CH:5]=1)([O-:3])=[O:2].CSC.B, predict the reaction product. The product is: [N+:1]([C:4]1[CH:14]=[CH:13][C:7]2[NH:8][CH2:9][CH2:10][O:11][C:6]=2[CH:5]=1)([O-:3])=[O:2]. (5) Given the reactants [CH3:1][O:2][C:3]1[CH:25]=[CH:24][C:6]([O:7][C:8]2[N:13]=[C:12]([O:14][C:15]3[CH:20]=[CH:19][C:18]([O:21][CH3:22])=[CH:17][CH:16]=3)[C:11]([NH2:23])=[CH:10][N:9]=2)=[CH:5][CH:4]=1.O=[C:27]1[CH2:32][CH2:31][N:30]([C:33]([O:35][C:36]([CH3:39])([CH3:38])[CH3:37])=[O:34])[CH2:29][CH2:28]1.[BH-](OC(C)=O)(OC(C)=O)OC(C)=O.[Na+], predict the reaction product. The product is: [C:36]([O:35][C:33]([N:30]1[CH2:31][CH2:32][CH:27]([NH:23][C:11]2[C:12]([O:14][C:15]3[CH:20]=[CH:19][C:18]([O:21][CH3:22])=[CH:17][CH:16]=3)=[N:13][C:8]([O:7][C:6]3[CH:24]=[CH:25][C:3]([O:2][CH3:1])=[CH:4][CH:5]=3)=[N:9][CH:10]=2)[CH2:28][CH2:29]1)=[O:34])([CH3:39])([CH3:37])[CH3:38]. (6) Given the reactants [F:1][C:2]1[CH:3]=[C:4]([CH2:9][C@H:10]([NH:38]C(=O)OC(C)(C)C)[C:11]2[C:16]([C:17]3[CH:18]=[CH:19][CH:20]=[C:21]4[C:25]=3[N:24]([CH3:26])[N:23]=[C:22]4[NH:27][S:28]([CH3:31])(=[O:30])=[O:29])=[CH:15][CH:14]=[C:13]([C:32]#[C:33][C:34]([OH:37])([CH3:36])[CH3:35])[N:12]=2)[CH:5]=[C:6]([F:8])[CH:7]=1.Cl.O1CCOCC1, predict the reaction product. The product is: [NH2:38][C@H:10]([C:11]1[C:16]([C:17]2[CH:18]=[CH:19][CH:20]=[C:21]3[C:25]=2[N:24]([CH3:26])[N:23]=[C:22]3[NH:27][S:28]([CH3:31])(=[O:30])=[O:29])=[CH:15][CH:14]=[C:13]([C:32]#[C:33][C:34]([OH:37])([CH3:35])[CH3:36])[N:12]=1)[CH2:9][C:4]1[CH:3]=[C:2]([F:1])[CH:7]=[C:6]([F:8])[CH:5]=1. (7) Given the reactants [H-].[Na+].[CH:3]([CH:6]1[CH2:11][CH2:10][C:9](=[O:12])[CH2:8][CH2:7]1)([CH3:5])[CH3:4].[CH:13](OCC)=[O:14].C(O)C, predict the reaction product. The product is: [CH:13]([CH:8]1[CH2:7][CH:6]([CH:3]([CH3:5])[CH3:4])[CH2:11][CH2:10][C:9]1=[O:12])=[O:14].